Dataset: Full USPTO retrosynthesis dataset with 1.9M reactions from patents (1976-2016). Task: Predict the reactants needed to synthesize the given product. Given the product [CH2:1]([O:8][C@@H:9]1[C@@:13]([CH2:23][O:24][S:40]([C:37]2[CH:38]=[CH:39][C:34]([CH3:44])=[CH:35][CH:36]=2)(=[O:42])=[O:41])([CH2:14][O:15][CH2:16][C:17]2[CH:22]=[CH:21][CH:20]=[CH:19][CH:18]=2)[O:12][C@@H:11]([N:25]2[CH:32]=[CH:31][C:29](=[O:30])[NH:28][C:26]2=[O:27])[C@@H:10]1[O:33][S:40]([C:37]1[CH:38]=[CH:39][C:34]([CH3:44])=[CH:35][CH:36]=1)(=[O:42])=[O:41])[C:2]1[CH:3]=[CH:4][CH:5]=[CH:6][CH:7]=1, predict the reactants needed to synthesize it. The reactants are: [CH2:1]([O:8][C@@H:9]1[C@@:13]([CH2:23][OH:24])([CH2:14][O:15][CH2:16][C:17]2[CH:22]=[CH:21][CH:20]=[CH:19][CH:18]=2)[O:12][C@@H:11]([N:25]2[CH:32]=[CH:31][C:29](=[O:30])[NH:28][C:26]2=[O:27])[C@@H:10]1[OH:33])[C:2]1[CH:7]=[CH:6][CH:5]=[CH:4][CH:3]=1.[C:34]1([CH3:44])[CH:39]=[CH:38][C:37]([S:40](Cl)(=[O:42])=[O:41])=[CH:36][CH:35]=1.